This data is from Full USPTO retrosynthesis dataset with 1.9M reactions from patents (1976-2016). The task is: Predict the reactants needed to synthesize the given product. (1) Given the product [CH:1]1([NH:4][C:5](=[O:26])[C:6]2[CH:11]=[CH:10][C:9]([CH3:12])=[C:8]([N:13]([C:14]3[CH:15]=[C:16]4[C:20](=[CH:21][CH:22]=3)[C:19](=[O:23])[C:18]([CH3:24])([CH3:25])[CH2:17]4)[CH3:27])[CH:7]=2)[CH2:2][CH2:3]1, predict the reactants needed to synthesize it. The reactants are: [CH:1]1([NH:4][C:5](=[O:26])[C:6]2[CH:11]=[CH:10][C:9]([CH3:12])=[C:8]([NH:13][C:14]3[CH:15]=[C:16]4[C:20](=[CH:21][CH:22]=3)[C:19](=[O:23])[C:18]([CH3:25])([CH3:24])[CH2:17]4)[CH:7]=2)[CH2:3][CH2:2]1.[CH3:27][Si]([N-][Si](C)(C)C)(C)C.[Na+].CI. (2) The reactants are: [CH3:1][C:2]1[N:3]=[C:4]2[CH:9]=[CH:8][CH:7]=[C:6]([CH2:10][N:11]([C:24]([O:26][C:27]([CH3:30])([CH3:29])[CH3:28])=[O:25])[CH2:12][CH2:13][CH2:14][CH2:15][NH:16][S:17]([C:20]([F:23])([F:22])[F:21])(=[O:19])=[O:18])[N:5]2[CH:31]=1.[Cl:32][C:33]([Cl:38])([Cl:37])[C:34](Cl)=[O:35].C(=O)([O-])O.[Na+]. Given the product [CH3:1][C:2]1[N:3]=[C:4]2[CH:9]=[CH:8][CH:7]=[C:6]([CH2:10][N:11]([C:24]([O:26][C:27]([CH3:28])([CH3:30])[CH3:29])=[O:25])[CH2:12][CH2:13][CH2:14][CH2:15][NH:16][S:17]([C:20]([F:21])([F:23])[F:22])(=[O:19])=[O:18])[N:5]2[C:31]=1[C:34](=[O:35])[C:33]([Cl:38])([Cl:37])[Cl:32], predict the reactants needed to synthesize it.